From a dataset of Forward reaction prediction with 1.9M reactions from USPTO patents (1976-2016). Predict the product of the given reaction. (1) Given the reactants [Br:1][C:2]1[CH:3]=[CH:4][C:5]([OH:18])=[C:6]([C:8](=[O:17])[CH2:9][C:10]2[CH:15]=[CH:14][CH:13]=[CH:12][C:11]=2[F:16])[CH:7]=1.[C:19](OC(=O)CC)(=O)[CH2:20][CH3:21].Cl, predict the reaction product. The product is: [Br:1][C:2]1[CH:7]=[C:6]2[C:5](=[CH:4][CH:3]=1)[O:18][C:19]([CH2:20][CH3:21])=[C:9]([C:10]1[CH:15]=[CH:14][CH:13]=[CH:12][C:11]=1[F:16])[C:8]2=[O:17]. (2) Given the reactants [NH2:1][C:2]1[C:11]2[C:6](=[CH:7][CH:8]=[CH:9][C:10]=2[O:12][CH2:13][C@@H:14]([NH2:18])[CH:15]([CH3:17])[CH3:16])[N:5]=[C:4]([CH3:19])[C:3]=1[C:20]([O:22][CH2:23][CH3:24])=[O:21].[O:25]1[CH2:30][CH2:29][O:28][C:27]2[CH:31]=[C:32]([C:35](O)=[O:36])[CH:33]=[CH:34][C:26]1=2, predict the reaction product. The product is: [NH2:1][C:2]1[C:11]2[C:6](=[CH:7][CH:8]=[CH:9][C:10]=2[O:12][CH2:13][C@@H:14]([NH:18][C:35]([C:32]2[CH:33]=[CH:34][C:26]3[O:25][CH2:30][CH2:29][O:28][C:27]=3[CH:31]=2)=[O:36])[CH:15]([CH3:17])[CH3:16])[N:5]=[C:4]([CH3:19])[C:3]=1[C:20]([O:22][CH2:23][CH3:24])=[O:21]. (3) Given the reactants [CH2:1]([CH:3]([N:6]1[CH2:11][CH2:10][N:9]([C:12]([C:14]2[CH:21]=[CH:20][C:17]([CH:18]=O)=[CH:16][CH:15]=2)=[O:13])[CH2:8][CH2:7]1)[CH2:4][CH3:5])[CH3:2].[NH:22]1[CH:28]=[CH:27][CH:26]=[CH:25][CH:24]=[CH:23]1, predict the reaction product. The product is: [N:22]1([CH2:18][C:17]2[CH:20]=[CH:21][C:14]([C:12]([N:9]3[CH2:10][CH2:11][N:6]([CH:3]([CH2:4][CH3:5])[CH2:1][CH3:2])[CH2:7][CH2:8]3)=[O:13])=[CH:15][CH:16]=2)[CH2:28][CH2:27][CH2:26][CH2:25][CH2:24][CH2:23]1. (4) Given the reactants C(OP([CH2:9][C:10]([O:12][CH2:13][CH3:14])=[O:11])(OCC)=O)C.[H-].[Na+].[O:17]1[C:21]2([CH2:26][CH2:25][C:24](=O)[CH2:23][CH2:22]2)[O:20][CH2:19][CH2:18]1, predict the reaction product. The product is: [O:17]1[C:21]2([CH2:26][CH2:25][C:24](=[CH:9][C:10]([O:12][CH2:13][CH3:14])=[O:11])[CH2:23][CH2:22]2)[O:20][CH2:19][CH2:18]1.